From a dataset of NCI-60 drug combinations with 297,098 pairs across 59 cell lines. Regression. Given two drug SMILES strings and cell line genomic features, predict the synergy score measuring deviation from expected non-interaction effect. Drug 1: CN(C(=O)NC(C=O)C(C(C(CO)O)O)O)N=O. Drug 2: CC(C)CN1C=NC2=C1C3=CC=CC=C3N=C2N. Cell line: SK-MEL-5. Synergy scores: CSS=9.30, Synergy_ZIP=0.202, Synergy_Bliss=2.13, Synergy_Loewe=5.75, Synergy_HSA=2.38.